Dataset: Forward reaction prediction with 1.9M reactions from USPTO patents (1976-2016). Task: Predict the product of the given reaction. (1) Given the reactants C(N(CC)CC)C.[CH:8]([C:10]([CH2:12][CH3:13])=[O:11])=[CH2:9].[C:14]1([CH3:24])[CH:19]=[CH:18][C:17](S([O-])(=O)=O)=[CH:16][CH:15]=1.[NH+]1[CH:30]=[CH:29][CH:28]=[CH:27][CH:26]=1.N[C@H:32]([C:40](O)=[O:41])[CH2:33][C:34]1C=C[CH:37]=[CH:36][CH:35]=1.Cl.C([O:48]C)(C)(C)C, predict the reaction product. The product is: [CH2:24]([O:11][C:10]1[CH:12]=[CH:13][C:26]([C@@:27]23[C:40](=[O:41])[CH2:32][CH2:33][CH2:34][C:35]2=[C:36]([CH3:37])[C:30](=[O:48])[CH2:29][CH2:28]3)=[CH:9][CH:8]=1)[C:14]1[CH:19]=[CH:18][CH:17]=[CH:16][CH:15]=1. (2) Given the reactants [Cl:1][C:2]1[C:3]([N:10]2[CH2:14][C@H:13]([OH:15])[CH2:12][C@H:11]2[C:16]([O:18][CH3:19])=[O:17])=[N:4][CH:5]=[C:6]([C:8]#[N:9])[CH:7]=1.N1C=CN=C1.[Si:25](Cl)([C:28]([CH3:31])([CH3:30])[CH3:29])([CH3:27])[CH3:26], predict the reaction product. The product is: [Si:25]([O:15][C@H:13]1[CH2:14][N:10]([C:3]2[C:2]([Cl:1])=[CH:7][C:6]([C:8]#[N:9])=[CH:5][N:4]=2)[C@H:11]([C:16]([O:18][CH3:19])=[O:17])[CH2:12]1)([C:28]([CH3:31])([CH3:30])[CH3:29])([CH3:27])[CH3:26]. (3) Given the reactants [OH-:1].[K+].C([CH2:5][CH2:6][C:7]1[N:8]=[C:9]([C:13]2[CH:18]=[CH:17][CH:16]=[CH:15][CH:14]=2)[O:10][C:11]=1[CH3:12])#N.C(O)C.[OH2:22], predict the reaction product. The product is: [CH3:12][C:11]1[O:10][C:9]([C:13]2[CH:18]=[CH:17][CH:16]=[CH:15][CH:14]=2)=[N:8][C:7]=1[CH2:6][C:5]([OH:22])=[O:1]. (4) Given the reactants [CH3:1][O:2][C:3](=[O:18])[C:4]([C:16]#[N:17])=[CH:5][C:6]1[C:15]2[C:10](=[CH:11][CH:12]=[CH:13][CH:14]=2)[CH:9]=[CH:8][CH:7]=1.[CH3:19][O:20][C:21]1[CH:26]=[CH:25][CH:24]=[CH:23][C:22]=1[Mg]Br.[CH3:29]I.Cl, predict the reaction product. The product is: [CH3:1][O:2][C:3](=[O:18])[C:4]([C:16]#[N:17])([CH3:29])[CH:5]([C:22]1[CH:23]=[CH:24][CH:25]=[CH:26][C:21]=1[O:20][CH3:19])[C:6]1[C:15]2[C:10](=[CH:11][CH:12]=[CH:13][CH:14]=2)[CH:9]=[CH:8][CH:7]=1.